From a dataset of Forward reaction prediction with 1.9M reactions from USPTO patents (1976-2016). Predict the product of the given reaction. (1) Given the reactants C([O:5][C:6](=[O:19])[C:7]([S:10][C:11]1[S:12][CH:13]=[C:14]([CH2:16][CH2:17]O)[N:15]=1)([CH3:9])[CH3:8])(C)(C)C.[NH2:20][C:21]1[CH:26]=[CH:25][N:24]=[CH:23][CH:22]=1.[ClH:27].O1[CH2:33][CH2:32]OCC1, predict the reaction product. The product is: [ClH:27].[CH2:23]([N:20]([C:21]1[CH:26]=[CH:25][N:24]=[CH:23][CH:22]=1)[CH2:17][CH2:16][C:14]1[N:15]=[C:11]([S:10][C:7]([CH3:8])([CH3:9])[C:6]([OH:5])=[O:19])[S:12][CH:13]=1)[CH2:22][CH2:21][CH2:26][CH2:25][CH2:32][CH3:33]. (2) Given the reactants [OH-].[Na+].Br.C[O:5][C:6]([C:8]1[CH:13]=[C:12]([CH3:14])[N:11]=[C:10]([S:15]C(=N)N)[N:9]=1)=[O:7], predict the reaction product. The product is: [SH:15][C:10]1[N:9]=[C:8]([C:6]([OH:7])=[O:5])[CH:13]=[C:12]([CH3:14])[N:11]=1. (3) Given the reactants [C:1]([O:5][C:6](=[O:26])[NH:7][C:8]1[CH:13]=[C:12]([O:14][CH2:15][CH:16]2[CH2:18][CH2:17]2)[C:11]([C:19]([F:22])([F:21])[F:20])=[CH:10][C:9]=1[N+:23]([O-])=O)([CH3:4])([CH3:3])[CH3:2], predict the reaction product. The product is: [C:1]([O:5][C:6](=[O:26])[NH:7][C:8]1[CH:13]=[C:12]([O:14][CH2:15][CH:16]2[CH2:17][CH2:18]2)[C:11]([C:19]([F:22])([F:21])[F:20])=[CH:10][C:9]=1[NH2:23])([CH3:4])([CH3:2])[CH3:3]. (4) The product is: [Cl:24][C:25]1[CH:33]=[CH:32][C:28]([C:29]([NH:1][C:2]2[CH:23]=[CH:22][CH:21]=[C:4]([O:5][C:6]3[CH:7]=[CH:8][C:9]4[N:10]([CH:12]=[C:13]([NH:15][C:16]([CH:18]5[CH2:20][CH2:19]5)=[O:17])[N:14]=4)[N:11]=3)[CH:3]=2)=[O:30])=[CH:27][C:26]=1[C:34]([F:35])([F:36])[F:37]. Given the reactants [NH2:1][C:2]1[CH:3]=[C:4]([CH:21]=[CH:22][CH:23]=1)[O:5][C:6]1[CH:7]=[CH:8][C:9]2[N:10]([CH:12]=[C:13]([NH:15][C:16]([CH:18]3[CH2:20][CH2:19]3)=[O:17])[N:14]=2)[N:11]=1.[Cl:24][C:25]1[CH:33]=[CH:32][C:28]([C:29](O)=[O:30])=[CH:27][C:26]=1[C:34]([F:37])([F:36])[F:35].Cl.CN(C)CCCN=C=NCC.ON1C2C=CC=CC=2N=N1, predict the reaction product. (5) Given the reactants [CH3:1][C:2]1[CH:8]=[C:7]([OH:9])[C:6]([CH3:10])=[CH:5][C:3]=1[OH:4].[CH3:11][C:12]([CH3:16])=[CH:13][CH2:14]O, predict the reaction product. The product is: [CH3:1][C:2]1[C:8]([CH2:14][CH2:13][CH:12]([CH3:16])[CH3:11])=[C:7]([OH:9])[C:6]([CH3:10])=[CH:5][C:3]=1[OH:4]. (6) The product is: [CH3:17][C:18]([S@@:21]([NH:23][CH:14]([C:4]1[CH:5]=[N:6][C:7]([O:8][CH2:9][C:10]([F:13])([F:12])[F:11])=[C:2]([CH3:1])[CH:3]=1)[CH3:15])=[O:22])([CH3:20])[CH3:19]. Given the reactants [CH3:1][C:2]1[CH:3]=[C:4]([C:14](=O)[CH3:15])[CH:5]=[N:6][C:7]=1[O:8][CH2:9][C:10]([F:13])([F:12])[F:11].[CH3:17][C:18]([S@@:21]([NH2:23])=[O:22])([CH3:20])[CH3:19], predict the reaction product. (7) Given the reactants [CH2:1]([O:3][C:4]([N:6]1[C:14]2[C:9](=[CH:10][CH:11]=[CH:12][CH:13]=2)[C:8](=[O:15])[N:7]1[CH2:16][CH2:17][CH2:18][S:19][C:20]1[N:24]([CH2:25][C:26]([O:28]C(C)(C)C)=[O:27])[C:23]2[CH:33]=[CH:34][CH:35]=[CH:36][C:22]=2[N:21]=1)=[O:5])[CH3:2], predict the reaction product. The product is: [CH2:1]([O:3][C:4]([N:6]1[C:14]2[C:9](=[CH:10][CH:11]=[CH:12][CH:13]=2)[C:8](=[O:15])[N:7]1[CH2:16][CH2:17][CH2:18][S:19][C:20]1[N:24]([CH2:25][C:26]([OH:28])=[O:27])[C:23]2[CH:33]=[CH:34][CH:35]=[CH:36][C:22]=2[N:21]=1)=[O:5])[CH3:2].